Dataset: Forward reaction prediction with 1.9M reactions from USPTO patents (1976-2016). Task: Predict the product of the given reaction. Given the reactants Br[C:2]1[CH:3]=[CH:4][C:5]2[C:6]3[CH2:15][N:14]([C:16]([O:18][C:19]([CH3:22])([CH3:21])[CH3:20])=[O:17])[CH2:13][CH2:12][C:7]=3[N:8]([CH3:11])[C:9]=2[CH:10]=1.[F:23][C:24]1[CH:38]=[CH:37][C:27]([CH2:28][CH2:29][N:30]2[CH2:35][CH2:34][NH:33][C:32](=[O:36])[CH2:31]2)=[CH:26][CH:25]=1, predict the reaction product. The product is: [F:23][C:24]1[CH:25]=[CH:26][C:27]([CH2:28][CH2:29][N:30]2[CH2:35][CH2:34][N:33]([C:2]3[CH:3]=[CH:4][C:5]4[C:6]5[CH2:15][N:14]([C:16]([O:18][C:19]([CH3:22])([CH3:21])[CH3:20])=[O:17])[CH2:13][CH2:12][C:7]=5[N:8]([CH3:11])[C:9]=4[CH:10]=3)[C:32](=[O:36])[CH2:31]2)=[CH:37][CH:38]=1.